Dataset: Reaction yield outcomes from USPTO patents with 853,638 reactions. Task: Predict the reaction yield, written as a fraction of the theoretical maximum amount of product (1.0 means a 100% yield; for example, 0.34 means a 34% yield). The reactants are Br[C:2]1[CH:7]=[CH:6][C:5]([O:8][CH2:9][CH3:10])=[C:4]([O:11][CH3:12])[C:3]=1[O:13][CH2:14][O:15][CH3:16].C(=O)([O-])[O-].[Cs+].[Cs+].CC1(C)C(C)(C)OB([C:31]2[CH:39]=[CH:38][CH:37]=[C:36]3[C:32]=2[CH2:33][CH2:34][C:35]3=[O:40])O1. The catalyst is CN(C)C=O.C1C=CC([P]([Pd]([P](C2C=CC=CC=2)(C2C=CC=CC=2)C2C=CC=CC=2)([P](C2C=CC=CC=2)(C2C=CC=CC=2)C2C=CC=CC=2)[P](C2C=CC=CC=2)(C2C=CC=CC=2)C2C=CC=CC=2)(C2C=CC=CC=2)C2C=CC=CC=2)=CC=1. The product is [CH2:9]([O:8][C:5]1[CH:6]=[CH:7][C:2]([C:31]2[CH:39]=[CH:38][CH:37]=[C:36]3[C:32]=2[CH2:33][CH2:34][C:35]3=[O:40])=[C:3]([O:13][CH2:14][O:15][CH3:16])[C:4]=1[O:11][CH3:12])[CH3:10]. The yield is 0.560.